From a dataset of Full USPTO retrosynthesis dataset with 1.9M reactions from patents (1976-2016). Predict the reactants needed to synthesize the given product. (1) The reactants are: Cl[C:2]1[CH:7]=[CH:6][C:5]([S:8]([CH3:11])(=[O:10])=[O:9])=[CH:4][C:3]=1[N+:12]([O-:14])=[O:13].[NH2:15][C:16]1[CH:21]=[CH:20][C:19]([CH2:22][CH2:23][OH:24])=[CH:18][CH:17]=1.C([O-])([O-])=O.[Na+].[Na+]. Given the product [CH3:11][S:8]([C:5]1[CH:6]=[CH:7][C:2]([NH:15][C:16]2[CH:21]=[CH:20][C:19]([CH2:22][CH2:23][OH:24])=[CH:18][CH:17]=2)=[C:3]([N+:12]([O-:14])=[O:13])[CH:4]=1)(=[O:10])=[O:9], predict the reactants needed to synthesize it. (2) The reactants are: [Br:1][C:2]1[CH:9]=[C:6]([CH:7]=O)[C:5]([OH:10])=[CH:4][CH:3]=1.[Cl-].[CH2:12]([NH2+:16]CCCC)[CH2:13]CC.[N+:21]([CH2:24][CH2:25][OH:26])([O-:23])=[O:22].[BH3-]C#N.[Na+]. Given the product [Br:1][C:2]1[CH:9]=[C:6]2[C:5](=[CH:4][CH:3]=1)[O:10][CH2:13][CH:12]([NH2:16])[CH2:7]2.[Br:1][C:2]1[CH:9]=[C:6]2[C:5](=[CH:4][CH:3]=1)[O:26][CH2:25][CH:24]([N+:21]([O-:23])=[O:22])[CH2:7]2, predict the reactants needed to synthesize it. (3) Given the product [Cl:1][C:2]1[CH:29]=[C:28]([Cl:30])[CH:27]=[CH:26][C:3]=1[CH2:4][C:5]1([CH3:25])[CH2:9][CH2:8][N:7]([C@H:10]2[CH2:11][CH2:12][C@@H:13]([OH:16])[CH2:14][CH2:15]2)[C:6]1=[O:24], predict the reactants needed to synthesize it. The reactants are: [Cl:1][C:2]1[CH:29]=[C:28]([Cl:30])[CH:27]=[CH:26][C:3]=1[CH2:4][C:5]1([CH3:25])[CH2:9][CH2:8][N:7]([C@H:10]2[CH2:15][CH2:14][C@@H:13]([O:16][Si](C(C)(C)C)(C)C)[CH2:12][CH2:11]2)[C:6]1=[O:24].ClC1C(C)=C(Cl)C=CC=1CC1(C)CCN([C@H]2CC[C@@H](O[Si](C(C)(C)C)(C)C)CC2)C1=O. (4) Given the product [CH3:24][CH:3]([OH:5])[CH:2]([C:8]1[CH:9]=[CH:10][CH:11]=[CH:12][CH:13]=1)[CH3:7], predict the reactants needed to synthesize it. The reactants are: C[C:2]([C:8]1[CH:13]=[CH:12][CH:11]=[CH:10][CH:9]=1)([CH3:7])[C:3]([O:5]C)=O.[H-].[Al+3].[Li+].[H-].[H-].[H-].O.[OH-].[Na+].O1CCC[CH2:24]1. (5) The reactants are: [CH3:1][C:2]1[C:3]([NH:8][C:9]2[S:10][CH:11]=[C:12]([C:14]3[CH:19]=[CH:18][CH:17]=[CH:16][N:15]=3)[N:13]=2)=[N:4][CH:5]=[CH:6][CH:7]=1.[Cl:20]N1C(=O)CCC1=O. Given the product [Cl:20][C:11]1[S:10][C:9]([NH:8][C:3]2[C:2]([CH3:1])=[CH:7][CH:6]=[CH:5][N:4]=2)=[N:13][C:12]=1[C:14]1[CH:19]=[CH:18][CH:17]=[CH:16][N:15]=1, predict the reactants needed to synthesize it. (6) Given the product [Br:1][CH2:2][CH2:3][CH2:4][N:10]1[C:6](=[O:16])[C:7]2[C:8](=[CH:12][CH:13]=[CH:14][CH:15]=2)[C:9]1=[O:11], predict the reactants needed to synthesize it. The reactants are: [Br:1][CH2:2][CH2:3][CH2:4]Br.[C:6]1(=[O:16])[NH:10][C:9](=[O:11])[C:8]2=[CH:12][CH:13]=[CH:14][CH:15]=[C:7]12.[K].